From a dataset of CYP2C19 inhibition data for predicting drug metabolism from PubChem BioAssay. Regression/Classification. Given a drug SMILES string, predict its absorption, distribution, metabolism, or excretion properties. Task type varies by dataset: regression for continuous measurements (e.g., permeability, clearance, half-life) or binary classification for categorical outcomes (e.g., BBB penetration, CYP inhibition). Dataset: cyp2c19_veith. The compound is CN1CC[C@@]2(CCCN(C(=O)c3ccco3)C2)C1. The result is 0 (non-inhibitor).